Task: Predict hERG channel inhibition at various concentrations.. Dataset: hERG Central: cardiac toxicity at 1µM, 10µM, and general inhibition (1) The drug is O=C(Nc1ccc2snnc2c1)N1CCN(c2ccccc2)CC1. Results: hERG_inhib (hERG inhibition (general)): blocker. (2) Results: hERG_inhib (hERG inhibition (general)): blocker. The drug is COc1ccccc1NC(=O)CSc1ccc2nnc(-c3cccnc3)n2n1. (3) The molecule is COc1cc(OC)c(CN2CCC(CO)(CCOc3ccccc3)CC2)c(OC)c1. Results: hERG_inhib (hERG inhibition (general)): blocker.